Dataset: CYP1A2 inhibition data for predicting drug metabolism from PubChem BioAssay. Task: Regression/Classification. Given a drug SMILES string, predict its absorption, distribution, metabolism, or excretion properties. Task type varies by dataset: regression for continuous measurements (e.g., permeability, clearance, half-life) or binary classification for categorical outcomes (e.g., BBB penetration, CYP inhibition). Dataset: cyp1a2_veith. The drug is COCCn1c(=O)c(C)nc2cnc(OC)nc21. The result is 1 (inhibitor).